Dataset: Forward reaction prediction with 1.9M reactions from USPTO patents (1976-2016). Task: Predict the product of the given reaction. (1) Given the reactants [CH3:1][CH:2]1[CH2:6][CH2:5][CH2:4][N:3]1C.[NH2:8][C:9]1[N:18]=[C:17]([C:19]([N:21]2[CH2:29][C:28]3[C:23](=[CH:24][CH:25]=[CH:26][CH:27]=3)[CH2:22]2)=[O:20])[C:16]2[C:11](=[CH:12][CH:13]=[C:14]([C:30]3[CH:35]=[CH:34][CH:33]=[CH:32][C:31]=3[S:36](Cl)(=[O:38])=[O:37])[CH:15]=2)[N:10]=1.[CH2:40]1COCC1, predict the reaction product. The product is: [NH2:8][C:9]1[N:18]=[C:17]([C:19]([N:21]2[CH2:29][C:28]3[C:23](=[CH:24][CH:25]=[CH:26][CH:27]=3)[CH2:22]2)=[O:20])[C:16]2[C:11](=[CH:12][CH:13]=[C:14]([C:30]3[CH:35]=[CH:34][CH:33]=[CH:32][C:31]=3[S:36]([N:3]3[CH:4]([CH3:40])[CH2:5][CH2:6][CH:2]3[CH3:1])(=[O:38])=[O:37])[CH:15]=2)[N:10]=1. (2) Given the reactants [NH2:1][C:2]1[C:11]([CH3:12])=[CH:10][CH:9]=[CH:8][C:3]=1[C:4]([O:6][CH3:7])=[O:5].C(OC(=O)C)(=O)C.C([O-])(=O)C.[K+].[N:25](OCCC(C)C)=O.C(Cl)(Cl)[Cl:34], predict the reaction product. The product is: [ClH:34].[CH3:7][O:6][C:4]([C:3]1[CH:8]=[CH:9][CH:10]=[C:11]2[C:2]=1[NH:1][N:25]=[CH:12]2)=[O:5]. (3) Given the reactants [CH2:1]([O:8][N:9]1[CH:12]=[C:11]([CH2:13][CH2:14][CH2:15][CH2:16][CH3:17])[C:10]1=[O:18])[C:2]1[CH:7]=[CH:6][CH:5]=[CH:4][CH:3]=1.[OH2:19].Cl, predict the reaction product. The product is: [CH2:1]([O:8][NH:9][CH2:12][CH:11]([CH2:13][CH2:14][CH2:15][CH2:16][CH3:17])[C:10]([OH:18])=[O:19])[C:2]1[CH:7]=[CH:6][CH:5]=[CH:4][CH:3]=1.